Predict the product of the given reaction. From a dataset of Forward reaction prediction with 1.9M reactions from USPTO patents (1976-2016). (1) Given the reactants [Cl:1][C:2]1[C:7]([F:8])=[CH:6][N:5]=[C:4]2[NH:9][CH:10]=[CH:11][C:3]=12.[CH3:12][C:13]1[CH:18]=[CH:17][C:16]([S:19](Cl)(=[O:21])=[O:20])=[CH:15][CH:14]=1.[OH-].[Na+], predict the reaction product. The product is: [Cl:1][C:2]1[C:7]([F:8])=[CH:6][N:5]=[C:4]2[N:9]([S:19]([C:16]3[CH:17]=[CH:18][C:13]([CH3:12])=[CH:14][CH:15]=3)(=[O:21])=[O:20])[CH:10]=[CH:11][C:3]=12. (2) Given the reactants [OH:1][C:2]1[CH:3]=[CH:4][CH:5]=[C:6]2[C:11]=1[CH:10]=[C:9]([C:12]([O:14][CH3:15])=[O:13])[CH:8]=[CH:7]2.Br[CH2:17][CH2:18][O:19][CH3:20], predict the reaction product. The product is: [CH3:20][O:19][CH2:18][CH2:17][O:1][C:2]1[CH:3]=[CH:4][CH:5]=[C:6]2[C:11]=1[CH:10]=[C:9]([C:12]([O:14][CH3:15])=[O:13])[CH:8]=[CH:7]2. (3) Given the reactants [C:1]([C:4]1[O:12][C:11]2[C:10]([N:13]3[CH2:18][CH2:17][CH:16]([CH:19]4[CH2:24][CH2:23][N:22](C(OC(C)(C)C)=O)[CH2:21][CH2:20]4)[CH2:15][CH2:14]3)=[N:9][CH:8]=[N:7][C:6]=2[CH:5]=1)(=[O:3])[NH2:2].C(O)(C(F)(F)F)=O, predict the reaction product. The product is: [N:13]1([C:10]2[C:11]3[O:12][C:4]([C:1]([NH2:2])=[O:3])=[CH:5][C:6]=3[N:7]=[CH:8][N:9]=2)[CH2:14][CH2:15][CH:16]([CH:19]2[CH2:24][CH2:23][NH:22][CH2:21][CH2:20]2)[CH2:17][CH2:18]1.